Dataset: Forward reaction prediction with 1.9M reactions from USPTO patents (1976-2016). Task: Predict the product of the given reaction. (1) Given the reactants Cl.[Br:2][C:3]1[CH:8]=[CH:7][C:6]([NH:9]N)=[CH:5][CH:4]=1.[CH:11]1([CH:15]=O)[CH2:14][CH2:13][CH2:12]1, predict the reaction product. The product is: [Br:2][C:3]1[CH:8]=[C:7]2[C:6](=[CH:5][CH:4]=1)[N:9]=[CH:15][C:11]12[CH2:14][CH2:13][CH2:12]1. (2) The product is: [F:29][C:30]1[CH:31]=[C:32]([CH:47]=[C:48]([C:50]2([O:56][CH3:57])[CH2:51][CH2:52][O:53][CH2:54][CH2:55]2)[CH:49]=1)[O:33][CH2:34][C:11]1[CH:10]=[CH:19][CH:18]=[C:17]2[C:12]=1[CH:13]=[CH:14][C:15]([NH:20][NH2:21])=[N:16]2. Given the reactants FC1C=C(C2(O)CCOCC2)C=C(OC[C:10]2[CH:11]=[C:12]3[C:17](=[CH:18][CH:19]=2)[N:16]=[C:15]([NH:20][NH2:21])[CH:14]=[CH:13]3)C=1.[F:29][C:30]1[CH:31]=[C:32]([CH:47]=[C:48]([C:50]2([O:56][CH3:57])[CH2:55][CH2:54][O:53][CH2:52][CH2:51]2)[CH:49]=1)[O:33][CH2:34]C1C=C2C(=CC=1)N=C(NN)C=C2.COC(C1(C2C=C(OCC3C=C4C(=CC=3)N=C(NN)C=C4)C=C(F)C=2)CCOCC1)=O, predict the reaction product. (3) Given the reactants [NH2:1][C:2]1[C:6]2[CH:7]=[N:8][C:9]3[CH:10]=[C:11]([O:17][CH3:18])[C:12]([O:15][CH3:16])=[CH:13][C:14]=3[C:5]=2[S:4](=O)[C:3]=1[C:20]([O:22][CH3:23])=[O:21].[CH3:24][O:25][C:26]1[CH:34]=[CH:33][C:29]([C:30](Cl)=[O:31])=[CH:28][CH:27]=1.CCN(CC)CC, predict the reaction product. The product is: [CH3:18][O:17][C:11]1[C:12]([O:15][CH3:16])=[CH:13][C:14]2[C:5]3[S:4][C:3]([C:20]([O:22][CH3:23])=[O:21])=[C:2]([NH:1][C:30](=[O:31])[C:29]4[CH:33]=[CH:34][C:26]([O:25][CH3:24])=[CH:27][CH:28]=4)[C:6]=3[CH:7]=[N:8][C:9]=2[CH:10]=1. (4) Given the reactants [Cl:1][C:2]1[CH:7]=[CH:6][C:5]([N:8]2[CH2:13][NH:12][CH2:11][N:10]([C:14](=[O:23])[C:15]3[C:20]([F:21])=[CH:19][CH:18]=[CH:17][C:16]=3[F:22])[C:9]2=[O:24])=[CH:4][CH:3]=1.C(N(CC)CC)C.[C:32](Cl)(=[O:34])[CH3:33], predict the reaction product. The product is: [C:32]([N:12]1[CH2:13][N:8]([C:5]2[CH:6]=[CH:7][C:2]([Cl:1])=[CH:3][CH:4]=2)[C:9](=[O:24])[N:10]([C:14](=[O:23])[C:15]2[C:20]([F:21])=[CH:19][CH:18]=[CH:17][C:16]=2[F:22])[CH2:11]1)(=[O:34])[CH3:33]. (5) Given the reactants [C:1]([O:5][C:6]([N:8]1[CH2:13][CH2:12][N:11]2[C:14]([CH2:19][CH3:20])=[N:15][C:16]([CH:17]=O)=[C:10]2[CH:9]1[CH2:21][CH2:22][C:23]1[CH:28]=[CH:27][C:26]([C:29]([F:32])([F:31])[F:30])=[CH:25][CH:24]=1)=[O:7])([CH3:4])([CH3:3])[CH3:2].Cl.[NH2:34]O.C(OC(=O)C)(=O)C.O, predict the reaction product. The product is: [C:1]([O:5][C:6]([N:8]1[CH2:13][CH2:12][N:11]2[C:14]([CH2:19][CH3:20])=[N:15][C:16]([C:17]#[N:34])=[C:10]2[CH:9]1[CH2:21][CH2:22][C:23]1[CH:24]=[CH:25][C:26]([C:29]([F:30])([F:31])[F:32])=[CH:27][CH:28]=1)=[O:7])([CH3:4])([CH3:2])[CH3:3]. (6) Given the reactants Br[C:2]1[N:10]2[C:5]([CH:6]=[N:7][C:8]([NH:11][C:12]3[CH:17]=[CH:16][C:15]([N:18]4[CH2:23][CH2:22][CH:21]([N:24]5[CH2:29][CH2:28][N:27]([CH3:30])[CH2:26][CH2:25]5)[CH2:20][CH2:19]4)=[CH:14][C:13]=3[O:31][CH3:32])=[N:9]2)=[CH:4][CH:3]=1.[C:33]([NH:37][S:38]([C:41]1[CH:42]=[C:43](B(O)O)[CH:44]=[CH:45][CH:46]=1)(=[O:40])=[O:39])([CH3:36])([CH3:35])[CH3:34], predict the reaction product. The product is: [C:33]([NH:37][S:38]([C:41]1[CH:42]=[CH:43][CH:44]=[C:45]([C:2]2[N:10]3[C:5]([CH:6]=[N:7][C:8]([NH:11][C:12]4[CH:17]=[CH:16][C:15]([N:18]5[CH2:23][CH2:22][CH:21]([N:24]6[CH2:29][CH2:28][N:27]([CH3:30])[CH2:26][CH2:25]6)[CH2:20][CH2:19]5)=[CH:14][C:13]=4[O:31][CH3:32])=[N:9]3)=[CH:4][CH:3]=2)[CH:46]=1)(=[O:40])=[O:39])([CH3:36])([CH3:34])[CH3:35].